Task: Predict the reaction yield, written as a fraction of the theoretical maximum amount of product (1.0 means a 100% yield; for example, 0.34 means a 34% yield).. Dataset: Reaction yield outcomes from USPTO patents with 853,638 reactions (1) The reactants are [CH3:1][C:2]1[CH:6]=[CH:5][S:4][C:3]=1[C:7]1[C:8]([CH3:22])=[N:9][N:10]2[C:15]([CH:16]([CH2:19][CH3:20])[CH2:17][CH3:18])=[CH:14][C:13]([CH3:21])=[N:12][C:11]=12.FC(F)(F)C(O)=O.[N+:30]([O-])([OH:32])=[O:31]. The catalyst is ClCCl. The product is [N+:30]([C:5]1[S:4][C:3]([C:7]2[C:8]([CH3:22])=[N:9][N:10]3[C:15]([CH:16]([CH2:17][CH3:18])[CH2:19][CH3:20])=[CH:14][C:13]([CH3:21])=[N:12][C:11]=23)=[C:2]([CH3:1])[CH:6]=1)([O-:32])=[O:31]. The yield is 0.760. (2) The reactants are [H-].[Na+].[Cl:3][C:4]1[CH:5]=[CH:6][C:7]([CH3:23])=[C:8]([CH:10]([OH:22])[CH2:11][CH2:12][N:13]([CH3:21])[C:14](=[O:20])[O:15][C:16]([CH3:19])([CH3:18])[CH3:17])[CH:9]=1.Br[CH2:25][C:26]([O:28][CH2:29][CH3:30])=[O:27].[NH4+].[Cl-]. The catalyst is C1COCC1.C1COCC1.CN(C=O)C. The product is [C:16]([O:15][C:14]([N:13]([CH3:21])[CH2:12][CH2:11][CH:10]([C:8]1[CH:9]=[C:4]([Cl:3])[CH:5]=[CH:6][C:7]=1[CH3:23])[O:22][CH2:25][C:26]([O:28][CH2:29][CH3:30])=[O:27])=[O:20])([CH3:19])([CH3:17])[CH3:18]. The yield is 0.600. (3) The reactants are [CH2:1]([N:3]([CH2:20][C:21]1[N:22]=[C:23]([C:27]2[CH:28]=[C:29]([CH:33]=[CH:34][CH:35]=2)[C:30]([OH:32])=O)[O:24][C:25]=1[CH3:26])[C:4]1[CH:9]=[CH:8][C:7]([C:10]([OH:19])([C:15]([F:18])([F:17])[F:16])[C:11]([F:14])([F:13])[F:12])=[CH:6][CH:5]=1)[CH3:2].Cl.CN.[CH3:39][N:40]1CCOCC1.CCN=C=NCCCN(C)C.C1C=CC2N(O)N=NC=2C=1.[NH4+].[Cl-]. The catalyst is CN(C=O)C.CCOCC. The product is [CH2:1]([N:3]([CH2:20][C:21]1[N:22]=[C:23]([C:27]2[CH:28]=[C:29]([CH:33]=[CH:34][CH:35]=2)[C:30]([NH:40][CH3:39])=[O:32])[O:24][C:25]=1[CH3:26])[C:4]1[CH:5]=[CH:6][C:7]([C:10]([OH:19])([C:11]([F:14])([F:12])[F:13])[C:15]([F:18])([F:16])[F:17])=[CH:8][CH:9]=1)[CH3:2]. The yield is 0.750.